From a dataset of Full USPTO retrosynthesis dataset with 1.9M reactions from patents (1976-2016). Predict the reactants needed to synthesize the given product. (1) Given the product [NH2:13][C:10]1[CH:11]=[C:12]2[C:7]([C:6]([C:16]3[CH:17]=[CH:18][C:19]([C:20]#[N:21])=[CH:22][CH:23]=3)=[CH:5][N:4]2[CH:1]([CH3:2])[CH3:3])=[CH:8][CH:9]=1, predict the reactants needed to synthesize it. The reactants are: [CH:1]([N:4]1[C:12]2[C:7](=[CH:8][CH:9]=[C:10]([N+:13]([O-])=O)[CH:11]=2)[C:6]([C:16]2[CH:23]=[CH:22][C:19]([C:20]#[N:21])=[CH:18][CH:17]=2)=[CH:5]1)([CH3:3])[CH3:2].[H][H]. (2) Given the product [CH2:33]([N:32]([CH2:31][C:11]([OH:30])([CH2:12][NH:13][C:14]1[CH:22]=[C:21]([CH3:23])[CH:20]=[C:19]2[C:15]=1[CH:16]=[N:17][N:18]2[C:24]1[CH:29]=[CH:28][CH:27]=[CH:26][CH:25]=1)[C:10]([F:37])([F:36])[F:9])[C:6]([C:3]1[CH:4]=[CH:5][S:1][CH:2]=1)=[O:8])[CH2:34][CH3:35], predict the reactants needed to synthesize it. The reactants are: [S:1]1[CH:5]=[CH:4][C:3]([C:6]([OH:8])=O)=[CH:2]1.[F:9][C:10]([F:37])([F:36])[C:11]([CH2:31][NH:32][CH2:33][CH2:34][CH3:35])([OH:30])[CH2:12][NH:13][C:14]1[CH:22]=[C:21]([CH3:23])[CH:20]=[C:19]2[C:15]=1[CH:16]=[N:17][N:18]2[C:24]1[CH:29]=[CH:28][CH:27]=[CH:26][CH:25]=1. (3) Given the product [CH3:1][O:2][C:3]1[CH:4]=[C:5]([CH2:11][CH2:12][NH:13][C:14](=[O:25])[C:15]([C:18]2[CH:23]=[CH:22][C:21]([CH3:24])=[CH:20][CH:19]=2)=[CH:16][O:17][CH2:34][F:35])[CH:6]=[CH:7][C:8]=1[O:9][CH3:10], predict the reactants needed to synthesize it. The reactants are: [CH3:1][O:2][C:3]1[CH:4]=[C:5]([CH2:11][CH2:12][NH:13][C:14](=[O:25])[C:15]([C:18]2[CH:23]=[CH:22][C:21]([CH3:24])=[CH:20][CH:19]=2)=[CH:16][OH:17])[CH:6]=[CH:7][C:8]=1[O:9][CH3:10].[H-].[Na+].CN(C)C=O.Br[CH2:34][F:35]. (4) Given the product [CH2:1]([O:8][C:9]1[C:18]2[C:13](=[CH:14][CH:15]=[CH:16][CH:17]=2)[N:12]([CH2:19][CH2:20][N:45]2[CH2:46][CH2:47][CH:42]([N:34]([CH2:33][C:31]3[CH:30]=[CH:29][C:28]4[O:23][CH2:24][CH2:25][O:26][C:27]=4[CH:32]=3)[C:35](=[O:41])[O:36][C:37]([CH3:39])([CH3:38])[CH3:40])[CH2:43][CH2:44]2)[C:11](=[O:22])[CH:10]=1)[C:2]1[CH:7]=[CH:6][CH:5]=[CH:4][CH:3]=1, predict the reactants needed to synthesize it. The reactants are: [CH2:1]([O:8][C:9]1[C:18]2[C:13](=[CH:14][CH:15]=[CH:16][CH:17]=2)[N:12]([CH2:19][CH:20]=O)[C:11](=[O:22])[CH:10]=1)[C:2]1[CH:7]=[CH:6][CH:5]=[CH:4][CH:3]=1.[O:23]1[C:28]2[CH:29]=[CH:30][C:31]([CH2:33][N:34]([CH:42]3[CH2:47][CH2:46][NH:45][CH2:44][CH2:43]3)[C:35](=[O:41])[O:36][C:37]([CH3:40])([CH3:39])[CH3:38])=[CH:32][C:27]=2[O:26][CH2:25][CH2:24]1.C(O[BH-](OC(=O)C)OC(=O)C)(=O)C.[Na+].C(=O)([O-])O.[Na+]. (5) Given the product [CH3:1][CH:2]1[CH2:4][CH:3]1[C:5]([O:7][C:8]1[CH:13]=[CH:12][CH:11]=[CH:10][CH:9]=1)=[O:6], predict the reactants needed to synthesize it. The reactants are: [CH3:1][C@H:2]1[CH2:4][C@@H:3]1[C:5]([O:7][C:8]1[CH:13]=[CH:12][CH:11]=[CH:10][CH:9]=1)=[O:6].C[C@H]1C[C@H]1C(OC1C=CC=CC=1)=O.C[C@@H]1C[C@@H]1C(OC1C=CC=CC=1)=O. (6) Given the product [OH:31][C:29]([C:32]1[CH:37]=[CH:36][C:35]([N:3]2[C:2](=[O:1])[C:7]([CH2:8][C:9]3[CH:10]=[CH:11][C:12]([C:15]4[C:16]([C:21]#[N:22])=[CH:17][CH:18]=[CH:19][CH:20]=4)=[CH:13][CH:14]=3)=[C:6]([CH2:23][CH2:24][CH3:25])[N:5]3[N:26]=[CH:27][N:28]=[C:4]23)=[CH:34][CH:33]=1)([CH3:41])[CH3:30], predict the reactants needed to synthesize it. The reactants are: [O:1]=[C:2]1[C:7]([CH2:8][C:9]2[CH:14]=[CH:13][C:12]([C:15]3[C:16]([C:21]#[N:22])=[CH:17][CH:18]=[CH:19][CH:20]=3)=[CH:11][CH:10]=2)=[C:6]([CH2:23][CH2:24][CH3:25])[N:5]2[N:26]=[CH:27][N:28]=[C:4]2[NH:3]1.[C:29]([C:32]1[CH:37]=[CH:36][C:35](B(O)O)=[CH:34][CH:33]=1)(=[O:31])[CH3:30].[CH2:41](N(CC)CC)C.N1C=CC=CC=1. (7) Given the product [ClH:4].[CH3:5][C:8]1([NH2:18])[CH2:13][C:12]([CH3:15])([CH3:14])[CH2:11][C:10]([CH3:16])=[CH:9]1, predict the reactants needed to synthesize it. The reactants are: [N-]=[N+]=[N-].[ClH:4].[CH2:5]([C:8]1([NH2:18])[CH2:13][C:12]([CH3:15])([CH3:14])[CH2:11][C:10](C)([CH3:16])[CH2:9]1)C=C.